Dataset: Forward reaction prediction with 1.9M reactions from USPTO patents (1976-2016). Task: Predict the product of the given reaction. (1) Given the reactants [CH3:1][NH:2][C:3]1[N:8]=[C:7]([CH2:9][O:10][CH2:11][C:12]2[CH:24]=[CH:23][C:15]([CH2:16][C@@H:17]([C:19]([O:21]C)=[O:20])[NH2:18])=[CH:14][CH:13]=2)[CH:6]=[CH:5][CH:4]=1.C(N(CC)CC)C.Cl[C:33]1[C:34]([Cl:42])=[C:35]([CH:39]=[CH:40][CH:41]=1)[C:36](Cl)=[O:37].[Li+].[OH-].C(Cl)[Cl:46], predict the reaction product. The product is: [Cl:46][C:39]1[CH:40]=[CH:41][CH:33]=[C:34]([Cl:42])[C:35]=1[C:36]([NH:18][C@H:17]([C:19]([OH:21])=[O:20])[CH2:16][C:15]1[CH:23]=[CH:24][C:12]([CH2:11][O:10][CH2:9][C:7]2[CH:6]=[CH:5][CH:4]=[C:3]([NH:2][CH3:1])[N:8]=2)=[CH:13][CH:14]=1)=[O:37]. (2) Given the reactants Br[C:2]1[CH:3]=[C:4]([C:9]2([C:21]3[CH:26]=[CH:25][C:24]([O:27][CH3:28])=[C:23]([CH3:29])[CH:22]=3)[C:13]3=[N:14][CH2:15][C:16]([F:19])([F:18])[CH2:17][N:12]3[C:11]([NH2:20])=[N:10]2)[CH:5]=[CH:6][C:7]=1[F:8].[F:30][C:31]1[C:36](B(O)[OH:38])=[CH:35][CH:34]=[CH:33][N:32]=1.C(=O)([O-])[O-].[Cs+].[Cs+], predict the reaction product. The product is: [C:24]([OH:27])(=[O:38])[CH3:25].[F:18][C:16]1([F:19])[CH2:17][N:12]2[C:11]([NH2:20])=[N:10][C:9]([C:4]3[CH:5]=[CH:6][C:7]([F:8])=[C:2]([C:36]4[C:31]([F:30])=[N:32][CH:33]=[CH:34][CH:35]=4)[CH:3]=3)([C:21]3[CH:26]=[CH:25][C:24]([O:27][CH3:28])=[C:23]([CH3:29])[CH:22]=3)[C:13]2=[N:14][CH2:15]1. (3) Given the reactants [NH2:1][C:2]1[CH:7]=[CH:6][C:5]([S:8]([CH2:16][CH3:17])(=[N:10][C:11]([O:13][CH2:14][CH3:15])=[O:12])=[O:9])=[CH:4][CH:3]=1.[Br:18][C:19]1[C:20]([O:26][C@H:27]([CH3:31])[C@H:28]([OH:30])[CH3:29])=[N:21][C:22](Cl)=[N:23][CH:24]=1.Cl, predict the reaction product. The product is: [Br:18][C:19]1[C:20]([O:26][C@H:27]([CH3:31])[C@H:28]([OH:30])[CH3:29])=[N:21][C:22]([NH:1][C:2]2[CH:7]=[CH:6][C:5]([S:8]([CH2:16][CH3:17])(=[N:10][C:11]([O:13][CH2:14][CH3:15])=[O:12])=[O:9])=[CH:4][CH:3]=2)=[N:23][CH:24]=1.